From a dataset of Catalyst prediction with 721,799 reactions and 888 catalyst types from USPTO. Predict which catalyst facilitates the given reaction. (1) Reactant: [CH2:1]([O:8][C:9]1[CH:14]=[CH:13][C:12]([C:15](=[O:17])[CH3:16])=[CH:11][CH:10]=1)[C:2]1[CH:7]=[CH:6][CH:5]=[CH:4][CH:3]=1.C(O[CH:23](N(C)C)[N:24]([CH3:26])[CH3:25])(C)(C)C. Product: [CH2:1]([O:8][C:9]1[CH:10]=[CH:11][C:12]([C:15](=[O:17])/[CH:16]=[CH:23]/[N:24]([CH3:26])[CH3:25])=[CH:13][CH:14]=1)[C:2]1[CH:3]=[CH:4][CH:5]=[CH:6][CH:7]=1. The catalyst class is: 11. (2) Reactant: C([O:3][C:4](=O)[CH:5]([NH:18][C:19]([C:21]1[CH:22]=[C:23]([C:33]2[CH:38]=[CH:37][C:36]([C:39](=[O:42])[NH:40][CH3:41])=[C:35]([Cl:43])[CH:34]=2)[CH:24]=[C:25]2[C:30]=1[O:29][C:28]([CH3:32])([CH3:31])[CH:27]=[CH:26]2)=[O:20])[CH2:6][C:7]1[C:15]2[C:10](=[C:11]([F:17])[CH:12]=[C:13]([F:16])[CH:14]=2)[NH:9][CH:8]=1)C.[BH4-].[Li+]. Product: [F:16][C:13]1[CH:14]=[C:15]2[C:10](=[C:11]([F:17])[CH:12]=1)[NH:9][CH:8]=[C:7]2[CH2:6][CH:5]([NH:18][C:19]([C:21]1[CH:22]=[C:23]([C:33]2[CH:38]=[CH:37][C:36]([C:39](=[O:42])[NH:40][CH3:41])=[C:35]([Cl:43])[CH:34]=2)[CH:24]=[C:25]2[C:30]=1[O:29][C:28]([CH3:32])([CH3:31])[CH:27]=[CH:26]2)=[O:20])[CH2:4][OH:3]. The catalyst class is: 1.